Dataset: Reaction yield outcomes from USPTO patents with 853,638 reactions. Task: Predict the reaction yield, written as a fraction of the theoretical maximum amount of product (1.0 means a 100% yield; for example, 0.34 means a 34% yield). (1) The reactants are CC([N:5]([C:9]1[CH:14]=[CH:13][C:12]([F:15])=[C:11]([F:16])[CH:10]=1)[C:6](=[O:8])[O-:7])(C)C.[Li][C:18]([CH3:21])([CH3:20])[CH3:19].CCCCC.[CH3:27][O:28][C:29](Cl)=[O:30].[Cl-].[NH4+]. The catalyst is O1CCCC1. The product is [CH3:19][C:18]([O:7][C:6]([NH:5][C:9]1[C:10]([C:29]([O:28][CH3:27])=[O:30])=[C:11]([F:16])[C:12]([F:15])=[CH:13][CH:14]=1)=[O:8])([CH3:21])[CH3:20]. The yield is 0.580. (2) The product is [Cl:17][CH2:18][CH2:19][CH2:20][CH2:21][N:1]1[CH2:5][CH2:4][N:3]([CH2:21][CH2:20][CH2:19][CH2:18][Cl:17])[C:2]1=[C:6]([C:9]#[N:10])[C:7]#[N:8]. The catalyst is CN(C=O)C.[Cl-].[Na+].O. The reactants are [NH:1]1[CH2:5][CH2:4][NH:3][C:2]1=[C:6]([C:9]#[N:10])[C:7]#[N:8].C(=O)([O-])[O-].[K+].[K+].[Cl:17][CH2:18][CH2:19][CH2:20][CH2:21]I. The yield is 0.927. (3) The reactants are [F:1][C:2]1[CH:10]=[C:9]2[C:5]([CH:6]=[C:7]([C:11]([CH3:15])([CH3:14])[CH2:12][OH:13])[NH:8]2)=[CH:4][C:3]=1[N+:16]([O-:18])=[O:17].[CH3:19][C:20]([Si:23](Cl)([CH3:25])[CH3:24])([CH3:22])[CH3:21].N1C=CN=C1. The catalyst is C(Cl)Cl. The product is [Si:23]([O:13][CH2:12][C:11]([C:7]1[NH:8][C:9]2[C:5]([CH:6]=1)=[CH:4][C:3]([N+:16]([O-:18])=[O:17])=[C:2]([F:1])[CH:10]=2)([CH3:15])[CH3:14])([C:20]([CH3:22])([CH3:21])[CH3:19])([CH3:25])[CH3:24]. The yield is 0.380. (4) The reactants are [CH2:1]([NH2:13])[CH2:2][CH2:3][CH2:4][CH2:5][CH2:6][CH2:7][CH2:8][CH2:9][CH2:10][CH2:11][CH3:12].[Li]CCCC.C([O:21][C:22]([C:24]1[CH:25]=[C:26]([C:35]2[CH:40]=[CH:39][CH:38]=[C:37]([Cl:41])[CH:36]=2)[C:27]([O:31][CH2:32][CH2:33][OH:34])=[C:28]([Br:30])[CH:29]=1)=O)C.CCOC(C)=O. The catalyst is C1COCC1. The product is [CH2:1]([NH:13][C:22]([C:24]1[CH:25]=[C:26]([C:35]2[CH:40]=[CH:39][CH:38]=[C:37]([Cl:41])[CH:36]=2)[C:27]([O:31][CH2:32][CH2:33][OH:34])=[C:28]([Br:30])[CH:29]=1)=[O:21])[CH2:2][CH2:3][CH2:4][CH2:5][CH2:6][CH2:7][CH2:8][CH2:9][CH2:10][CH2:11][CH3:12]. The yield is 0.800. (5) The reactants are [F:1][C:2]([F:14])([F:13])[C:3]1[N:8]=[CH:7][C:6]([CH2:9][C:10](O)=O)=[CH:5][CH:4]=1.[CH3:15][C:16]1[CH:17]=[C:18]([CH:20]=[CH:21][C:22]=1[CH3:23])[NH2:19].ON1C2C=CC=CC=2N=N1.Cl.CN(C)CCCN=C=NCC.C(N(CC)C(C)C)(C)C.B.O1CCCC1.Cl. The catalyst is ClCCl.C(OCC)(=O)C. The product is [CH3:15][C:16]1[CH:17]=[C:18]([NH:19][CH2:10][CH2:9][C:6]2[CH:7]=[N:8][C:3]([C:2]([F:14])([F:13])[F:1])=[CH:4][CH:5]=2)[CH:20]=[CH:21][C:22]=1[CH3:23]. The yield is 0.640. (6) The reactants are C(OC([NH:11][CH2:12][CH2:13][CH2:14][CH2:15][CH2:16][C:17]([O:19][C:20]([CH3:23])([CH3:22])[CH3:21])=[O:18])=O)C1C=CC=CC=1. The catalyst is [Pd].CO. The product is [NH2:11][CH2:12][CH2:13][CH2:14][CH2:15][CH2:16][C:17]([O:19][C:20]([CH3:23])([CH3:22])[CH3:21])=[O:18]. The yield is 1.31. (7) The reactants are [CH2:1]([O:3][C:4](=[O:11])[C:5](=[N+:9]=[N-:10])[C:6](=O)[CH3:7])[CH3:2].C(O)(=O)C.[CH3:16][NH:17]N. The catalyst is O1CCCC1. The product is [CH2:1]([O:3][C:4]([C:5]1[N:9]=[N:10][N:17]([CH3:16])[C:6]=1[CH3:7])=[O:11])[CH3:2]. The yield is 0.810.